Predict the reaction yield, written as a fraction of the theoretical maximum amount of product (1.0 means a 100% yield; for example, 0.34 means a 34% yield). From a dataset of Reaction yield outcomes from USPTO patents with 853,638 reactions. (1) The reactants are CO[CH2:3][Cl:4].[CH3:5][C:6]1[S:7][C:8]2[CH:14]=[CH:13][CH:12]=[CH:11][C:9]=2[CH:10]=1.O. The catalyst is ClC(Cl)C.[Cl-].[Cl-].[Zn+2]. The product is [Cl:4][CH2:3][C:10]1[C:9]2[CH:11]=[CH:12][CH:13]=[CH:14][C:8]=2[S:7][C:6]=1[CH3:5]. The yield is 0.900. (2) The reactants are [CH2:1]([N:8]1[CH:12]=[CH:11][C:10]([C:13]([OH:15])=O)=[CH:9]1)[C:2]1[CH:7]=[CH:6][CH:5]=[CH:4][CH:3]=1.CN(C)C=O.C(Cl)(=O)C(Cl)=O.[NH2:27][C:28]1[CH:29]=[C:30]([CH:48]=[CH:49][C:50]=1[F:51])[O:31][C:32]1[CH:33]=[CH:34][C:35]2[N:36]([CH:38]=[C:39]([NH:41][C:42]([CH:44]3[CH2:46][CH:45]3C)=[O:43])[N:40]=2)[N:37]=1. The catalyst is CN(C)C(=O)C.O1CCCC1. The product is [CH2:1]([N:8]1[CH:12]=[CH:11][C:10]([C:13]([NH:27][C:28]2[CH:29]=[C:30]([O:31][C:32]3[CH:33]=[CH:34][C:35]4[N:36]([CH:38]=[C:39]([NH:41][C:42]([CH:44]5[CH2:46][CH2:45]5)=[O:43])[N:40]=4)[N:37]=3)[CH:48]=[CH:49][C:50]=2[F:51])=[O:15])=[CH:9]1)[C:2]1[CH:3]=[CH:4][CH:5]=[CH:6][CH:7]=1. The yield is 0.240. (3) The reactants are O1CCCC1.[CH2:6]([O:13][C:14]1[CH:15]=[C:16]([CH2:20][C:21](Cl)=[N:22][OH:23])[CH:17]=[CH:18][CH:19]=1)[C:7]1[CH:12]=[CH:11][CH:10]=[CH:9][CH:8]=1.[C:25]([C:27]1[C:28]([NH2:33])=[N:29][CH:30]=[CH:31][CH:32]=1)#[CH:26].C(N(CC)CC)C. The catalyst is O. The product is [CH2:6]([O:13][C:14]1[CH:15]=[C:16]([CH:17]=[CH:18][CH:19]=1)[CH2:20][C:21]1[CH:26]=[C:25]([C:27]2[C:28]([NH2:33])=[N:29][CH:30]=[CH:31][CH:32]=2)[O:23][N:22]=1)[C:7]1[CH:12]=[CH:11][CH:10]=[CH:9][CH:8]=1. The yield is 0.220. (4) The reactants are C([N:14]1[CH2:17][CH:16]([N:18]2[CH2:23][CH2:22][N:21]([CH3:24])[CH2:20][CH2:19]2)[CH2:15]1)(C1C=CC=CC=1)C1C=CC=CC=1.[ClH:25]. The catalyst is [OH-].[OH-].[Pd+2].[Pd].CO. The product is [ClH:25].[ClH:25].[NH:14]1[CH2:17][CH:16]([N:18]2[CH2:23][CH2:22][N:21]([CH3:24])[CH2:20][CH2:19]2)[CH2:15]1. The yield is 0.960. (5) The reactants are C1C=C(Cl)C=C(C(OO)=[O:9])C=1.[CH2:12]=[C:13]1[CH2:19][N:18]([C:20]2[N:21]([CH3:28])[N:22]=[CH:23][C:24]=2[N+:25]([O-:27])=[O:26])[CH2:17][CH2:16][C@H:15]([NH:29][C:30](=[O:36])[O:31][C:32]([CH3:35])([CH3:34])[CH3:33])[CH2:14]1. The catalyst is C(Cl)Cl. The product is [CH3:28][N:21]1[C:20]([N:18]2[CH2:19][C:13]3([CH2:12][O:9]3)[CH2:14][C@@H:15]([NH:29][C:30](=[O:36])[O:31][C:32]([CH3:33])([CH3:35])[CH3:34])[CH2:16][CH2:17]2)=[C:24]([N+:25]([O-:27])=[O:26])[CH:23]=[N:22]1. The yield is 0.860. (6) The reactants are [CH:1]1[C:6]2[S:7][CH2:8][CH2:9][CH2:10][O:11][C:5]=2[C:4]([C:12]([OH:14])=O)=[CH:3][CH:2]=1.C1C=CC2N(O)N=[N:21]C=2C=1.CCN=C=NCCCN(C)C.Cl.N. The product is [CH:1]1[C:6]2[S:7][CH2:8][CH2:9][CH2:10][O:11][C:5]=2[C:4]([C:12]([NH2:21])=[O:14])=[CH:3][CH:2]=1. The catalyst is CN(C=O)C.C(OCC)(=O)C. The yield is 0.640. (7) The reactants are Br.Br.[NH2:3][CH2:4][C:5]1[CH:19]=[CH:18][C:8]([C:9]([NH:11][C:12]2[CH:17]=[CH:16][N:15]=[CH:14][CH:13]=2)=[O:10])=[CH:7][CH:6]=1.[C:20]([C:24]1[CH:29]=[CH:28][C:27]([S:30](Cl)(=[O:32])=[O:31])=[CH:26][CH:25]=1)([CH3:23])([CH3:22])[CH3:21]. The catalyst is N1C=CC=CC=1. The product is [C:20]([C:24]1[CH:29]=[CH:28][C:27]([S:30]([NH:3][CH2:4][C:5]2[CH:6]=[CH:7][C:8]([C:9]([NH:11][C:12]3[CH:13]=[CH:14][N:15]=[CH:16][CH:17]=3)=[O:10])=[CH:18][CH:19]=2)(=[O:32])=[O:31])=[CH:26][CH:25]=1)([CH3:23])([CH3:21])[CH3:22]. The yield is 0.430.